This data is from Reaction yield outcomes from USPTO patents with 853,638 reactions. The task is: Predict the reaction yield, written as a fraction of the theoretical maximum amount of product (1.0 means a 100% yield; for example, 0.34 means a 34% yield). (1) The reactants are [CH:1]([C:3]1[CH:4]=[CH:5][C:6]2[C:15]3[CH:14]=[C:13]4[CH2:16][CH2:17][CH2:18][C:19](=[O:20])[C:12]4=[CH:11][C:10]=3[O:9][CH2:8][C:7]=2[CH:21]=1)=[CH2:2].C1C(=O)N([Br:29])C(=O)C1.[OH2:30]. The catalyst is C1COCC1.CS(C)=O.CCOC(C)=O.O=[Mn]=O. The product is [Br:29][CH2:2][C:1]([C:3]1[CH:4]=[CH:5][C:6]2[C:15]3[CH:14]=[C:13]4[CH2:16][CH2:17][CH2:18][C:19](=[O:20])[C:12]4=[CH:11][C:10]=3[O:9][CH2:8][C:7]=2[CH:21]=1)=[O:30]. The yield is 0.560. (2) The reactants are [C:1]([N:8]1[CH2:15][CH2:14][CH2:13][C@@H:9]1[C:10]([OH:12])=O)([O:3][C:4]([CH3:7])([CH3:6])[CH3:5])=[O:2].CN1CCOCC1.ClC(OCC(C)C)=O.[Br:31][C:32]1[CH:38]=[CH:37][CH:36]=[CH:35][C:33]=1[NH2:34]. The catalyst is ClCCl. The product is [Br:31][C:32]1[CH:38]=[CH:37][CH:36]=[CH:35][C:33]=1[NH:34][C:10]([C@H:9]1[CH2:13][CH2:14][CH2:15][N:8]1[C:1]([O:3][C:4]([CH3:5])([CH3:6])[CH3:7])=[O:2])=[O:12]. The yield is 0.770. (3) The reactants are [CH2:1]([O:8][C:9]1[N:13]([CH2:14][C:15]2[CH:20]=[CH:19][C:18]([CH2:21][OH:22])=[CH:17][CH:16]=2)[N:12]=[C:11]([C:23]([CH3:26])([CH3:25])[CH3:24])[CH:10]=1)[C:2]1[CH:7]=[CH:6][CH:5]=[CH:4][CH:3]=1.[F:27][C:28]1[CH:33]=[C:32](O)[CH:31]=[CH:30][C:29]=1[CH2:35][CH2:36][C:37]([O:39][CH2:40][CH3:41])=[O:38].C(P(CCCC)CCCC)CCC.N(C(N1CCCCC1)=O)=NC(N1CCCCC1)=O. The catalyst is O1CCCC1. The product is [CH2:1]([O:8][C:9]1[N:13]([CH2:14][C:15]2[CH:16]=[CH:17][C:18]([CH2:21][O:22][C:32]3[CH:31]=[CH:30][C:29]([CH2:35][CH2:36][C:37]([O:39][CH2:40][CH3:41])=[O:38])=[C:28]([F:27])[CH:33]=3)=[CH:19][CH:20]=2)[N:12]=[C:11]([C:23]([CH3:26])([CH3:25])[CH3:24])[CH:10]=1)[C:2]1[CH:7]=[CH:6][CH:5]=[CH:4][CH:3]=1. The yield is 0.880. (4) The reactants are [S].[BH4-].[Na+].[CH2:4]([O:7][C:8]1[CH:9]=[C:10]([N:18]2[CH2:23][CH2:22][O:21][CH2:20][CH2:19]2)[CH:11]=[C:12]([F:17])[C:13]=1[N+:14]([O-])=O)[CH:5]=[CH2:6]. The catalyst is O1CCCC1. The product is [CH2:4]([O:7][C:8]1[CH:9]=[C:10]([N:18]2[CH2:23][CH2:22][O:21][CH2:20][CH2:19]2)[CH:11]=[C:12]([F:17])[C:13]=1[NH2:14])[CH:5]=[CH2:6]. The yield is 0.640. (5) The reactants are [CH3:1][N:2]1[C:6]([CH3:7])=[C:5]([C:8]([NH:10][C:11]2[CH:26]=[CH:25][C:14]([O:15][C:16]3[CH:21]=[CH:20][N:19]=[C:18](C(N)=O)[CH:17]=3)=[CH:13][C:12]=2[F:27])=[O:9])[C:4](=[O:28])[N:3]1[C:29]1[CH:34]=[CH:33][CH:32]=[CH:31][CH:30]=1.CC#[N:37].O.C(OI(C1C=CC=CC=1)OC(=O)C)(=O)C. The catalyst is CCOC(C)=O. The product is [NH2:37][C:18]1[CH:17]=[C:16]([O:15][C:14]2[CH:25]=[CH:26][C:11]([NH:10][C:8]([C:5]3[C:4](=[O:28])[N:3]([C:29]4[CH:30]=[CH:31][CH:32]=[CH:33][CH:34]=4)[N:2]([CH3:1])[C:6]=3[CH3:7])=[O:9])=[C:12]([F:27])[CH:13]=2)[CH:21]=[CH:20][N:19]=1. The yield is 0.173. (6) The reactants are [Cl-].[C:2]([O:6][C:7](=[O:10])[CH2:8][Zn+])([CH3:5])([CH3:4])[CH3:3].[Br:11][C:12]1[CH:13]=[C:14]2[C:25](=[CH:26][CH:27]=1)[O:24][C:17]1[C:18]([F:23])=[N:19][C:20]([Cl:22])=[CH:21][C:16]=1/[C:15]/2=[N:28]\[S:29]([C:31]([CH3:34])([CH3:33])[CH3:32])=[O:30]. The catalyst is C1COCC1.CCOC(C)=O. The product is [Br:11][C:12]1[CH:13]=[C:14]2[C:25](=[CH:26][CH:27]=1)[O:24][C:17]1[C:18]([F:23])=[N:19][C:20]([Cl:22])=[CH:21][C:16]=1[C:15]2([CH2:8][C:7]([O:6][C:2]([CH3:5])([CH3:4])[CH3:3])=[O:10])[NH:28][S:29]([C:31]([CH3:34])([CH3:33])[CH3:32])=[O:30]. The yield is 0.590. (7) The catalyst is O1CCCC1.C(O)C. The product is [CH2:1]([O:5][C:6]1[C:15]2[C:10](=[CH:11][C:12]([F:16])=[CH:13][CH:14]=2)[C:9](=[O:17])[N:8]([CH2:18][C:19]([CH3:21])([CH3:20])[CH3:22])[C:7]=1[C:23]([OH:25])=[O:24])[CH2:2][CH2:3][CH3:4]. The reactants are [CH2:1]([O:5][C:6]1[C:15]2[C:10](=[CH:11][C:12]([F:16])=[CH:13][CH:14]=2)[C:9](=[O:17])[N:8]([CH2:18][C:19]([CH3:22])([CH3:21])[CH3:20])[C:7]=1[C:23]([O-:25])=[O:24])[CH2:2][CH2:3][CH3:4].[OH-].[Na+].O.Cl. The yield is 0.968. (8) The reactants are [CH:1]1([C:4]2[N:9]=[C:8](O)[C:7]([CH3:11])=[C:6]([O:12][CH2:13][C:14]([O:16][CH3:17])=[O:15])[N:5]=2)[CH2:3][CH2:2]1.P(Cl)(Cl)([Cl:20])=O. No catalyst specified. The product is [Cl:20][C:8]1[C:7]([CH3:11])=[C:6]([O:12][CH2:13][C:14]([O:16][CH3:17])=[O:15])[N:5]=[C:4]([CH:1]2[CH2:3][CH2:2]2)[N:9]=1. The yield is 0.700. (9) The reactants are [CH:1]1[C:10]2[C:5](=[CH:6][CH:7]=[CH:8][CH:9]=2)[CH:4]=[CH:3][C:2]=1[C:11]1([CH2:16][OH:17])[CH2:15][CH2:14][CH2:13][CH2:12]1.ClC1C=CC(Cl)=CC=1C1(C[O:32][S:33]([CH3:36])(=O)=[O:34])CCCC1. No catalyst specified. The product is [CH:1]1[C:10]2[C:5](=[CH:6][CH:7]=[CH:8][CH:9]=2)[CH:4]=[CH:3][C:2]=1[C:11]1([CH2:16][O:17][S:33]([CH3:36])(=[O:34])=[O:32])[CH2:15][CH2:14][CH2:13][CH2:12]1. The yield is 0.540. (10) The catalyst is O1CCCC1.C(OCC)(=O)C. The yield is 0.990. The product is [C:34]([O:33][C:31]([NH:30][CH2:29][C:20]1[C:21]([C:22]2[CH:23]=[CH:24][C:25]([CH3:28])=[CH:26][CH:27]=2)=[C:16]([CH2:15][O:14][C:6]2[C:7]([C:9]([O:11][CH2:12][CH3:13])=[O:10])=[CH:8][NH:4][N:5]=2)[C:17]([CH3:42])=[N:18][C:19]=1[CH2:38][CH:39]([CH3:40])[CH3:41])=[O:32])([CH3:36])([CH3:37])[CH3:35]. The reactants are C([N:4]1[CH:8]=[C:7]([C:9]([O:11][CH2:12][CH3:13])=[O:10])[C:6]([O:14][CH2:15][C:16]2[C:17]([CH3:42])=[N:18][C:19]([CH2:38][CH:39]([CH3:41])[CH3:40])=[C:20]([CH2:29][NH:30][C:31]([O:33][C:34]([CH3:37])([CH3:36])[CH3:35])=[O:32])[C:21]=2[C:22]2[CH:27]=[CH:26][C:25]([CH3:28])=[CH:24][CH:23]=2)=[N:5]1)(=O)C.CO.C(=O)([O-])O.[Na+].